The task is: Predict the reactants needed to synthesize the given product.. This data is from Full USPTO retrosynthesis dataset with 1.9M reactions from patents (1976-2016). (1) Given the product [CH3:4][C:2]([Si:5]([CH3:22])([CH3:21])[O:6][C@@H:7]1[CH2:11][N:10]([C:12]([O:14][C:15]([CH3:16])([CH3:18])[CH3:17])=[O:13])[C@@H:9]([CH2:19][O:20][CH3:25])[CH2:8]1)([CH3:1])[CH3:3], predict the reactants needed to synthesize it. The reactants are: [CH3:1][C:2]([Si:5]([CH3:22])([CH3:21])[O:6][C@@H:7]1[CH2:11][N:10]([C:12]([O:14][C:15]([CH3:18])([CH3:17])[CH3:16])=[O:13])[C@@H:9]([CH2:19][OH:20])[CH2:8]1)([CH3:4])[CH3:3].[H-].[Na+].[CH3:25]I. (2) Given the product [CH2:20]([NH:26][C:2]1[C:3](=[O:19])[N:4]([CH2:15][CH2:16][O:17][CH3:18])[S:5](=[O:14])(=[O:13])[C:6]=1[C:7]1[CH:12]=[CH:11][CH:10]=[CH:9][CH:8]=1)[CH2:21][CH2:22][CH2:23][CH2:24][CH3:25], predict the reactants needed to synthesize it. The reactants are: Cl[C:2]1[C:3](=[O:19])[N:4]([CH2:15][CH2:16][O:17][CH3:18])[S:5](=[O:14])(=[O:13])[C:6]=1[C:7]1[CH:12]=[CH:11][CH:10]=[CH:9][CH:8]=1.[CH2:20]([NH2:26])[CH2:21][CH2:22][CH2:23][CH2:24][CH3:25].